Dataset: Full USPTO retrosynthesis dataset with 1.9M reactions from patents (1976-2016). Task: Predict the reactants needed to synthesize the given product. (1) Given the product [NH2:17][C:9]1[CH:10]=[C:11]([C:13]([O:15][CH3:16])=[O:14])[S:12][C:8]=1[NH:7][CH:1]1[CH2:6][CH2:5][CH2:4][CH2:3][CH2:2]1, predict the reactants needed to synthesize it. The reactants are: [CH:1]1([NH:7][C:8]2[S:12][C:11]([C:13]([O:15][CH3:16])=[O:14])=[CH:10][C:9]=2[N+:17]([O-])=O)[CH2:6][CH2:5][CH2:4][CH2:3][CH2:2]1.[Cl-].[NH4+]. (2) Given the product [Br:15][C:11]1[CH:10]=[C:9]([C:3]([NH:2][C:24](=[O:25])[CH2:23][Cl:22])([CH2:4][OH:5])[CH:6]([F:7])[F:8])[CH:14]=[CH:13][CH:12]=1, predict the reactants needed to synthesize it. The reactants are: Cl.[NH2:2][C:3]([C:9]1[CH:14]=[CH:13][CH:12]=[C:11]([Br:15])[CH:10]=1)([CH:6]([F:8])[F:7])[CH2:4][OH:5].C([O-])([O-])=O.[Na+].[Na+].[Cl:22][CH2:23][C:24](Cl)=[O:25].CO. (3) Given the product [N:24]1([CH2:23][CH2:22][CH2:21][O:20][C:17]2[CH:18]=[CH:19][C:14]([C:8]3([C:6]4[N:5]=[CH:4][NH:2][N:30]=4)[CH2:13][CH2:12][O:11][CH2:10][CH2:9]3)=[CH:15][CH:16]=2)[CH2:25][CH2:26][CH2:27][CH2:28]1, predict the reactants needed to synthesize it. The reactants are: C[N:2]([CH:4]=[N:5][C:6]([C:8]1([C:14]2[CH:19]=[CH:18][C:17]([O:20][CH2:21][CH2:22][CH2:23][N:24]3[CH2:28][CH2:27][CH2:26][CH2:25]3)=[CH:16][CH:15]=2)[CH2:13][CH2:12][O:11][CH2:10][CH2:9]1)=O)C.O.[NH2:30]N. (4) Given the product [ClH:42].[F:33][C:31]1[CH:30]=[CH:29][C:28]2[C:24]([C:21]3[CH:20]=[CH:19][C:18]([O:17][CH2:16][CH2:15][N:11]4[CH2:10][CH2:9][CH:8]([C:5]5[CH:6]=[CH:7][C:2]([F:1])=[CH:3][CH:4]=5)[CH2:13][CH2:12]4)=[CH:23][CH:22]=3)=[N:25][O:26][C:27]=2[CH:32]=1, predict the reactants needed to synthesize it. The reactants are: [F:1][C:2]1[CH:7]=[CH:6][C:5]([CH:8]2[CH2:13][CH2:12][NH:11][CH2:10][CH2:9]2)=[CH:4][CH:3]=1.Br[CH2:15][CH2:16][O:17][C:18]1[CH:23]=[CH:22][C:21]([C:24]2[C:28]3[CH:29]=[CH:30][C:31]([F:33])=[CH:32][C:27]=3[O:26][N:25]=2)=[CH:20][CH:19]=1.C(=O)([O-])[O-].[K+].[K+].[I-].[K+].[ClH:42]. (5) Given the product [OH:6][CH2:7][C:8]1[CH:9]=[C:10]([C:14]2[CH:15]=[C:16]3[C:21](=[N:22][CH:23]=2)[N:20]([C:24]([NH2:26])=[O:25])[CH2:19][CH2:18][CH2:17]3)[CH:11]=[N:12][CH:13]=1, predict the reactants needed to synthesize it. The reactants are: C([SiH2][O:6][C:7](C)(C)[C:8]1[CH:9]=[C:10]([C:14]2[CH:15]=[C:16]3[C:21](=[N:22][CH:23]=2)[N:20]([C:24]([NH2:26])=[O:25])[CH2:19][CH2:18][CH2:17]3)[CH:11]=[N:12][CH:13]=1)(C)(C)C.N1C=CC=CC=1.C([O-])(O)=O.[Na+].O. (6) Given the product [C:4]([O:6][CH:7]([CH3:9])[CH3:8])(=[O:5])/[CH:3]=[CH:2]/[C:1]([O:11][CH:12]([CH3:14])[CH3:13])=[O:10].[C:18]([O:20][CH2:21][CH2:22][CH2:23][CH3:24])(=[O:19])/[CH:17]=[CH:16]/[C:15]([O:26][CH2:27][CH2:28][CH2:29][CH3:30])=[O:25], predict the reactants needed to synthesize it. The reactants are: [C:1]([O:11][CH:12]([CH3:14])[CH3:13])(=[O:10])/[CH:2]=[CH:3]/[C:4]([O:6][CH:7]([CH3:9])[CH3:8])=[O:5].[C:15]([O:26][CH2:27][CH2:28][CH2:29][CH3:30])(=[O:25])/[CH:16]=[CH:17]/[C:18]([O:20][CH2:21][CH2:22][CH2:23][CH3:24])=[O:19]. (7) Given the product [NH2:24][CH:16]([CH2:17][C:18]1[CH:19]=[CH:20][CH:21]=[CH:22][CH:23]=1)[CH2:15][N:14]1[C:13]2[C:8]([C:9](=[O:33])[NH:10][C:11](=[O:32])[N:12]=2)=[N:7][C:6]2[CH:34]=[C:2]([CH3:1])[C:3]([CH3:35])=[CH:4][C:5]1=2, predict the reactants needed to synthesize it. The reactants are: [CH3:1][C:2]1[C:3]([CH3:35])=[CH:4][C:5]2[N:14]([CH2:15][CH:16]([NH:24]C(=O)OC(C)(C)C)[CH2:17][C:18]3[CH:23]=[CH:22][CH:21]=[CH:20][CH:19]=3)[C:13]3[C:8]([C:9](=[O:33])[NH:10][C:11](=[O:32])[N:12]=3)=[N:7][C:6]=2[CH:34]=1.C(O)(C(F)(F)F)=O. (8) Given the product [CH3:13][N:14]([C:15]1[CH:16]=[C:17]([C:21]2[CH:26]=[CH:25][C:24]([CH2:27][CH2:28][C:29]([O:31][CH2:32][CH3:33])=[O:30])=[CH:23][CH:22]=2)[CH:18]=[CH:19][CH:20]=1)[C:11]([NH:10][CH2:9][CH2:8][CH2:7][C:1]1[CH:6]=[CH:5][CH:4]=[CH:3][CH:2]=1)=[O:12], predict the reactants needed to synthesize it. The reactants are: [C:1]1([CH2:7][CH2:8][CH2:9][N:10]=[C:11]=[O:12])[CH:6]=[CH:5][CH:4]=[CH:3][CH:2]=1.[CH3:13][NH:14][C:15]1[CH:16]=[C:17]([C:21]2[CH:26]=[CH:25][C:24]([CH2:27][CH2:28][C:29]([O:31][CH2:32][CH3:33])=[O:30])=[CH:23][CH:22]=2)[CH:18]=[CH:19][CH:20]=1. (9) Given the product [CH2:6]=[C:7]1[C:15]2[C:10](=[CH:11][C:12]([CH2:25][CH2:26][CH2:27][CH2:28][CH2:29][CH3:30])=[C:13]([O:16][CH2:17][CH2:18][CH2:19][C:20]([OH:22])=[O:21])[CH:14]=2)[CH2:9][CH2:8]1, predict the reactants needed to synthesize it. The reactants are: C(O)C.[OH-].[K+].[CH2:6]=[C:7]1[C:15]2[C:10](=[CH:11][C:12]([CH2:25][CH2:26][CH2:27][CH2:28][CH2:29][CH3:30])=[C:13]([O:16][CH2:17][CH2:18][CH2:19][C:20]([O:22]CC)=[O:21])[CH:14]=2)[CH2:9][CH2:8]1.